Dataset: Forward reaction prediction with 1.9M reactions from USPTO patents (1976-2016). Task: Predict the product of the given reaction. (1) Given the reactants [CH:1]1([NH:4][C:5](=[O:30])[C:6]2[CH:11]=[CH:10][C:9]([CH3:12])=[C:8]([C:13]3[CH:14]=[C:15]4[C:20](=[CH:21][CH:22]=3)[C:19]([N:23]3[CH2:28][CH2:27][C:26](=[O:29])[CH2:25][CH2:24]3)=[N:18][N:17]=[CH:16]4)[CH:7]=2)[CH2:3][CH2:2]1.[CH:31]([Mg]Cl)([CH3:33])[CH3:32], predict the reaction product. The product is: [CH:1]1([NH:4][C:5](=[O:30])[C:6]2[CH:11]=[CH:10][C:9]([CH3:12])=[C:8]([C:13]3[CH:14]=[C:15]4[C:20](=[CH:21][CH:22]=3)[C:19]([N:23]3[CH2:24][CH2:25][C:26]([OH:29])([CH:31]([CH3:33])[CH3:32])[CH2:27][CH2:28]3)=[N:18][N:17]=[CH:16]4)[CH:7]=2)[CH2:2][CH2:3]1. (2) The product is: [N:29]1[CH:34]=[CH:33][CH:32]=[C:31]([S:35]([NH:38][C:24](=[O:25])[C:23]2[CH:22]=[CH:21][C:20]([CH2:19][N:11]([S:8]([C:5]3[CH:6]=[CH:7][C:2]([Cl:1])=[CH:3][CH:4]=3)(=[O:10])=[O:9])[CH2:12][C:13]3[CH:18]=[CH:17][CH:16]=[CH:15][N:14]=3)=[CH:28][CH:27]=2)(=[O:37])=[O:36])[CH:30]=1. Given the reactants [Cl:1][C:2]1[CH:7]=[CH:6][C:5]([S:8]([N:11]([CH2:19][C:20]2[CH:28]=[CH:27][C:23]([C:24](O)=[O:25])=[CH:22][CH:21]=2)[CH2:12][C:13]2[CH:18]=[CH:17][CH:16]=[CH:15][N:14]=2)(=[O:10])=[O:9])=[CH:4][CH:3]=1.[N:29]1[CH:34]=[CH:33][CH:32]=[C:31]([S:35]([NH2:38])(=[O:37])=[O:36])[CH:30]=1, predict the reaction product. (3) Given the reactants [NH2:1][C:2]1[CH:7]=[CH:6][CH:5]=[CH:4][C:3]=1[C:8]1[C:9](=[O:14])[CH2:10][CH2:11][C:12]=1[CH3:13].N1C=CC=CC=1.[C:21]1([CH3:33])[CH:26]=[C:25]([CH3:27])[CH:24]=[C:23]([CH3:28])[C:22]=1[S:29](Cl)(=[O:31])=[O:30].Cl, predict the reaction product. The product is: [C:21]1([CH3:33])[CH:26]=[C:25]([CH3:27])[CH:24]=[C:23]([CH3:28])[C:22]=1[S:29]([NH:1][C:2]1[CH:7]=[CH:6][CH:5]=[CH:4][C:3]=1[C:8]1[C:9](=[O:14])[CH2:10][CH2:11][C:12]=1[CH3:13])(=[O:30])=[O:31]. (4) Given the reactants [ClH:1].[CH2:2]([N:9]1[C:16](=[O:17])[C@@H:15]2[C@@H:11]([CH2:12][N:13](CC3C=CC=CC=3)[CH2:14]2)[C:10]1=[O:25])[C:3]1[CH:8]=[CH:7][CH:6]=[CH:5][CH:4]=1.N#N, predict the reaction product. The product is: [ClH:1].[CH2:2]([N:9]1[C:10](=[O:25])[C@@H:11]2[C@@H:15]([CH2:14][NH:13][CH2:12]2)[C:16]1=[O:17])[C:3]1[CH:4]=[CH:5][CH:6]=[CH:7][CH:8]=1. (5) Given the reactants [NH2:1][C:2]1[CH:7]=[CH:6][C:5]([C:8]([CH3:12])([CH3:11])[C:9]#[N:10])=[C:4]([C:13]2[S:14][CH:15]=[CH:16][CH:17]=2)[CH:3]=1.[CH3:18][O:19][C:20]1[CH:21]=[C:22]([CH:26]=[CH:27][C:28]=1[O:29][CH3:30])[C:23](Cl)=[O:24], predict the reaction product. The product is: [C:9]([C:8]([CH3:12])([CH3:11])[C:5]1[CH:6]=[CH:7][C:2]([NH:1][C:23](=[O:24])[C:22]2[CH:26]=[CH:27][C:28]([O:29][CH3:30])=[C:20]([O:19][CH3:18])[CH:21]=2)=[CH:3][C:4]=1[C:13]1[S:14][CH:15]=[CH:16][CH:17]=1)#[N:10]. (6) Given the reactants C(OC(N1C2C(=CC=C([Br:15])C=2)C(O)=N1)=O)C.[CH2:17]([O:19][C:20]([N:22]1[C:30]2[C:25](=[C:26](Br)[CH:27]=[CH:28][CH:29]=2)[C:24]([O:32][CH3:33])=[N:23]1)=[O:21])[CH3:18], predict the reaction product. The product is: [CH2:17]([O:19][C:20]([N:22]1[C:30]2[C:25](=[CH:26][C:27]([Br:15])=[CH:28][CH:29]=2)[C:24]([O:32][CH3:33])=[N:23]1)=[O:21])[CH3:18]. (7) Given the reactants [NH2:1][C:2]1[C:3]2[C:10]([C:11]3[CH:16]=[CH:15][C:14]([CH3:17])=[CH:13][CH:12]=3)=[C:9]([CH:18]=O)[N:8]([CH2:20][CH2:21][CH2:22][O:23][Si](C(C)(C)C)(C)C)[C:4]=2[N:5]=[CH:6][N:7]=1.C1CCN2C(=NCCC2)CC1.[C:42]([CH2:44][C:45]([O:47][C:48]([CH3:51])([CH3:50])[CH3:49])=[O:46])#[N:43], predict the reaction product. The product is: [NH2:1][C:2]1[C:3]2[C:10]([C:11]3[CH:12]=[CH:13][C:14]([CH3:17])=[CH:15][CH:16]=3)=[C:9]([CH:18]=[C:44]([C:42]#[N:43])[C:45]([O:47][C:48]([CH3:51])([CH3:50])[CH3:49])=[O:46])[N:8]([CH2:20][CH2:21][CH2:22][OH:23])[C:4]=2[N:5]=[CH:6][N:7]=1. (8) Given the reactants [CH2:1]([N:3]([CH2:33][CH3:34])[C:4](=[O:32])[C:5]1[CH:10]=[CH:9][CH:8]=[C:7]([C:11]2[CH:12]=[CH:13][C:14]3[C:15](=[C:26]4[CH2:31][CH2:30][NH:29][CH2:28][CH2:27]4)[C:16]4[C:21]([O:22][C:23]=3[CH:24]=2)=[C:20]([OH:25])[CH:19]=[CH:18][CH:17]=4)[CH:6]=1)[CH3:2].C(NC(C1C=CC2C(=C3CCNCC3)C3C(OC=2C=1)=C(O)C=CC=3)=O)C.C(O)(C(F)(F)F)=O, predict the reaction product. The product is: [CH2:33]([N:3]([CH2:1][CH3:2])[C:4](=[O:32])[C:5]1[CH:10]=[CH:9][CH:8]=[C:7]([C:11]2[CH:12]=[CH:13][C:14]3[CH:15]([CH:26]4[CH2:31][CH2:30][NH:29][CH2:28][CH2:27]4)[C:16]4[C:21]([O:22][C:23]=3[CH:24]=2)=[C:20]([OH:25])[CH:19]=[CH:18][CH:17]=4)[CH:6]=1)[CH3:34].